This data is from Reaction yield outcomes from USPTO patents with 853,638 reactions. The task is: Predict the reaction yield, written as a fraction of the theoretical maximum amount of product (1.0 means a 100% yield; for example, 0.34 means a 34% yield). (1) The reactants are F[P-](F)(F)(F)(F)F.N1(OC(N(C)C)=[N+](C)C)C2C=CC=CC=2N=N1.[NH2:25][C:26]1[N:31]=[CH:30][C:29]([CH2:32][CH2:33][CH2:34][C@H:35]([NH:39][C:40]([O:42][C:43]([CH3:46])([CH3:45])[CH3:44])=[O:41])[C:36]([OH:38])=O)=[CH:28][CH:27]=1.Cl.[CH2:48]([CH:50]1[CH2:55][CH2:54][NH:53][CH2:52][CH2:51]1)[CH3:49].C(N(CC)C(C)C)(C)C. The catalyst is ClCCl.CN(C)C=O.C(OCC)(=O)C. The product is [NH2:25][C:26]1[N:31]=[CH:30][C:29]([CH2:32][CH2:33][CH2:34][C@H:35]([NH:39][C:40](=[O:41])[O:42][C:43]([CH3:46])([CH3:45])[CH3:44])[C:36]([CH:51]2[CH:50]([CH2:48][CH3:49])[CH2:55][CH2:54][NH:53][CH2:52]2)=[O:38])=[CH:28][CH:27]=1. The yield is 0.740. (2) The reactants are [Br:1][C:2]1[CH:10]=[CH:9][C:8]([O:11]C)=[C:7]2[C:3]=1[CH2:4][N:5]([C:13](=[O:18])[C:14]([F:17])([F:16])[F:15])[CH2:6]2.C(Cl)Cl.B(Br)(Br)Br. The catalyst is CCOC(C)=O. The product is [Br:1][C:2]1[CH:10]=[CH:9][C:8]([OH:11])=[C:7]2[C:3]=1[CH2:4][N:5]([C:13](=[O:18])[C:14]([F:16])([F:17])[F:15])[CH2:6]2. The yield is 0.970. (3) The reactants are [F:1][C:2]([F:21])([F:20])[C:3]1[CH:8]=[CH:7][C:6]([CH:9]2[CH2:14][C:13](=[O:15])[NH:12][C:11]([CH3:16])=[C:10]2[C:17](O)=[O:18])=[CH:5][CH:4]=1.[Cl:22][C:23]1[C:31]2[C:26](=[CH:27][CH:28]=[C:29]([NH2:32])[CH:30]=2)[NH:25][N:24]=1.N=C=N. The catalyst is CN(C=O)C. The product is [Cl:22][C:23]1[C:31]2[C:26](=[CH:27][CH:28]=[C:29]([NH:32][C:17]([C:10]3[CH:9]([C:6]4[CH:5]=[CH:4][C:3]([C:2]([F:20])([F:21])[F:1])=[CH:8][CH:7]=4)[CH2:14][C:13](=[O:15])[NH:12][C:11]=3[CH3:16])=[O:18])[CH:30]=2)[NH:25][N:24]=1. The yield is 0.0300.